From a dataset of Catalyst prediction with 721,799 reactions and 888 catalyst types from USPTO. Predict which catalyst facilitates the given reaction. (1) Reactant: [Si]([O:8][CH2:9][CH2:10][N:11]([CH3:23])[C:12](=[O:22])[C:13]1[CH:18]=[CH:17][C:16]([F:19])=[C:15]([Cl:20])[C:14]=1[F:21])(C(C)(C)C)(C)C.OC1C=C(C=C(O[C@@H](C)CO[Si](C(C)C)(C(C)C)C(C)C)C=1)C(NC1C=CN(C)N=1)=O.C(=O)([O-])[O-].[K+].[K+].O. Product: [Cl:20][C:15]1[C:14]([F:21])=[C:13]([CH:18]=[CH:17][C:16]=1[F:19])[C:12]([N:11]([CH2:10][CH2:9][OH:8])[CH3:23])=[O:22]. The catalyst class is: 44. (2) Product: [CH3:1][C:2]1[CH:7]=[CH:6][C:5]2[NH:8][C:36](=[O:38])[N:9]([CH:10]3[CH2:15][CH2:14][N:13]([C@H:16]4[CH2:21][CH2:20][C@H:19]([O:22][CH2:23][C:24]#[CH:25])[CH2:18][CH2:17]4)[CH2:12][CH2:11]3)[C:4]=2[CH:3]=1. The catalyst class is: 4. Reactant: [CH3:1][C:2]1[CH:3]=[C:4]([NH:9][CH:10]2[CH2:15][CH2:14][N:13]([C@H:16]3[CH2:21][CH2:20][C@H:19]([O:22][CH2:23][C:24]#[CH:25])[CH2:18][CH2:17]3)[CH2:12][CH2:11]2)[C:5]([NH2:8])=[CH:6][CH:7]=1.C(N(C(C)C)CC)(C)C.Cl[C:36](Cl)([O:38]C(=O)OC(Cl)(Cl)Cl)Cl. (3) Reactant: [Cl:1][C:2]1[NH:7][C:6](=[O:8])[N:5]([CH3:9])[C:4](=[O:10])[CH:3]=1.[CH2:11](I)[CH:12]([CH3:14])[CH3:13].C(=O)([O-])[O-].[K+].[K+]. Product: [Cl:1][C:2]1[N:7]([CH2:11][CH:12]([CH3:14])[CH3:13])[C:6](=[O:8])[N:5]([CH3:9])[C:4](=[O:10])[CH:3]=1. The catalyst class is: 3.